This data is from Reaction yield outcomes from USPTO patents with 853,638 reactions. The task is: Predict the reaction yield, written as a fraction of the theoretical maximum amount of product (1.0 means a 100% yield; for example, 0.34 means a 34% yield). (1) The reactants are C(N(CC)CC)C.[Cl:8][C:9]1[C:18]2[C:13](=[CH:14][C:15]([O:19][CH3:20])=[CH:16][CH:17]=2)[CH:12]=[CH:11][C:10]=1[OH:21].C1C=CC(N([S:29]([C:32]([F:35])([F:34])[F:33])(=[O:31])=[O:30])[S:29]([C:32]([F:35])([F:34])[F:33])(=[O:31])=[O:30])=CC=1. The catalyst is C1COCC1. The product is [F:33][C:32]([F:35])([F:34])[S:29]([O:21][C:10]1[CH:11]=[CH:12][C:13]2[C:18](=[CH:17][CH:16]=[C:15]([O:19][CH3:20])[CH:14]=2)[C:9]=1[Cl:8])(=[O:31])=[O:30]. The yield is 0.980. (2) The reactants are Cl[C:2]1[N:7]=[C:6]([N:8]2[CH2:13][CH2:12][O:11][CH2:10][CH2:9]2)[N:5]=[C:4]([N:14]2[C:18]3[CH:19]=[CH:20][CH:21]=[C:22]([O:23][CH3:24])[C:17]=3[N:16]=[C:15]2[CH:25]([F:27])[F:26])[N:3]=1.[NH2:28][CH2:29][CH:30]1[CH2:35][CH2:34][N:33]([C:36]([O:38][C:39]([CH3:42])([CH3:41])[CH3:40])=[O:37])[CH2:32][CH2:31]1. No catalyst specified. The product is [F:26][CH:25]([F:27])[C:15]1[N:14]([C:4]2[N:5]=[C:6]([N:8]3[CH2:13][CH2:12][O:11][CH2:10][CH2:9]3)[N:7]=[C:2]([NH:28][CH2:29][CH:30]3[CH2:35][CH2:34][N:33]([C:36]([O:38][C:39]([CH3:42])([CH3:41])[CH3:40])=[O:37])[CH2:32][CH2:31]3)[N:3]=2)[C:18]2[CH:19]=[CH:20][CH:21]=[C:22]([O:23][CH3:24])[C:17]=2[N:16]=1. The yield is 0.910. (3) The reactants are [CH:1]1([O:4][C:5]2[CH:10]=[CH:9][C:8]([C:11]#[C:12][Si](C)(C)C)=[CH:7][CH:6]=2)[CH2:3][CH2:2]1.[OH-].[Na+].Cl. The catalyst is CO.O. The product is [CH:1]1([O:4][C:5]2[CH:10]=[CH:9][C:8]([C:11]#[CH:12])=[CH:7][CH:6]=2)[CH2:3][CH2:2]1. The yield is 0.0500. (4) The reactants are Cl[C:2]1[N:7]=[C:6]([NH2:8])[CH:5]=[CH:4][N:3]=1.Cl.Cl.[N:11]1([CH:16]2[CH2:21][CH2:20][NH:19][CH2:18][CH2:17]2)[CH:15]=[CH:14][CH:13]=[N:12]1. No catalyst specified. The product is [N:11]1([CH:16]2[CH2:21][CH2:20][N:19]([NH:8][C:6]3[CH:5]=[CH:4][N:3]=[CH:2][N:7]=3)[CH2:18][CH2:17]2)[CH:15]=[CH:14][CH:13]=[N:12]1. The yield is 0.550. (5) The reactants are O1CCCC1.CS(C)=O.[O:10]1[CH:14]=[CH:13][CH:12]=[C:11]1[CH2:15][CH2:16][C:17]1[CH:22]=[CH:21][C:20](/[CH:23]=[CH:24]/[N+:25]([O-:27])=[O:26])=[CH:19][CH:18]=1.C(O)(=O)C.[BH4-].[Na+]. The catalyst is O. The product is [O:10]1[CH:14]=[CH:13][CH:12]=[C:11]1[CH2:15][CH2:16][C:17]1[CH:22]=[CH:21][C:20]([CH2:23][CH2:24][N+:25]([O-:27])=[O:26])=[CH:19][CH:18]=1. The yield is 0.530.